Dataset: Reaction yield outcomes from USPTO patents with 853,638 reactions. Task: Predict the reaction yield, written as a fraction of the theoretical maximum amount of product (1.0 means a 100% yield; for example, 0.34 means a 34% yield). (1) The reactants are [CH3:1][N:2]1[CH2:7][CH2:6][N:5]([CH2:8][C:9]2[CH:10]=[CH:11][C:12]([NH2:15])=[N:13][CH:14]=2)[CH2:4][CH2:3]1.Br[C:17]1[C:18](=[O:25])[N:19]([CH3:24])[N:20]=[C:21]([Cl:23])[CH:22]=1.CC1(C)C2C(=C(P(C3C=CC=CC=3)C3C=CC=CC=3)C=CC=2)OC2C(P(C3C=CC=CC=3)C3C=CC=CC=3)=CC=CC1=2.C(=O)([O-])[O-].[Cs+].[Cs+]. The catalyst is C1C=CC(/C=C/C(/C=C/C2C=CC=CC=2)=O)=CC=1.C1C=CC(/C=C/C(/C=C/C2C=CC=CC=2)=O)=CC=1.C1C=CC(/C=C/C(/C=C/C2C=CC=CC=2)=O)=CC=1.[Pd].[Pd].O1CCOCC1. The product is [Cl:23][C:21]1[CH:22]=[C:17]([NH:15][C:12]2[CH:11]=[CH:10][C:9]([CH2:8][N:5]3[CH2:6][CH2:7][N:2]([CH3:1])[CH2:3][CH2:4]3)=[CH:14][N:13]=2)[C:18](=[O:25])[N:19]([CH3:24])[N:20]=1. The yield is 0.508. (2) The reactants are [I:1][C:2]1[CH:11]=[C:6]([C:7]([O:9][CH3:10])=[O:8])[C:5]([OH:12])=[CH:4][CH:3]=1.N1C=CN=C1.Cl[Si:19]([CH:26]([CH3:28])[CH3:27])([CH:23]([CH3:25])[CH3:24])[CH:20]([CH3:22])[CH3:21]. The catalyst is CN(C=O)C. The product is [CH3:10][O:9][C:7](=[O:8])[C:6]1[CH:11]=[C:2]([I:1])[CH:3]=[CH:4][C:5]=1[O:12][Si:19]([CH:26]([CH3:28])[CH3:27])([CH:23]([CH3:25])[CH3:24])[CH:20]([CH3:22])[CH3:21]. The yield is 0.920.